The task is: Predict the reaction yield, written as a fraction of the theoretical maximum amount of product (1.0 means a 100% yield; for example, 0.34 means a 34% yield).. This data is from Reaction yield outcomes from USPTO patents with 853,638 reactions. (1) The reactants are [OH:1][C:2]1[CH:3]=[C:4]([CH:9]=[C:10]([O:13][CH3:14])[C:11]=1[OH:12])[C:5]([O:7][CH3:8])=[O:6].[C:15]([O-])([O-])=O.[K+].[K+]. The catalyst is CC(C)=O. The product is [CH3:14][O:13][C:10]1[C:11]2[O:12][CH2:15][O:1][C:2]=2[CH:3]=[C:4]([C:5]([O:7][CH3:8])=[O:6])[CH:9]=1. The yield is 0.800. (2) The reactants are Cl[CH2:2][CH2:3][CH2:4][CH2:5][O:6][C:7]1[CH:16]=[C:15]2[C:10]([C:11]([O:17][C:18]3[CH:23]=[CH:22][C:21]([CH3:24])=[CH:20][C:19]=3[C:25]([C:27]3[CH:32]=[CH:31][CH:30]=[CH:29][CH:28]=3)=[O:26])=[CH:12][CH:13]=[N:14]2)=[CH:9][C:8]=1[O:33][CH3:34].[N:44]1([CH:41]2[CH2:46][CH2:45][NH:44][CH2:43][CH2:42]2)[CH2:45][CH2:46][CH2:41][CH2:42][CH2:43]1.C(=O)([O-])[O-].[K+].[K+].O. The catalyst is CN(C)C=O. The product is [CH3:24][C:21]1[CH:22]=[CH:23][C:18]([O:17][C:11]2[C:10]3[C:15](=[CH:16][C:7]([O:6][CH2:5][CH2:4][CH2:3][CH2:2][N:14]4[CH2:15][CH2:10][CH2:11][CH2:12][CH:13]4[CH:41]4[CH2:42][CH2:43][NH:44][CH2:45][CH2:46]4)=[C:8]([O:33][CH3:34])[CH:9]=3)[N:14]=[CH:13][CH:12]=2)=[C:19]([C:25]([C:27]2[CH:28]=[CH:29][CH:30]=[CH:31][CH:32]=2)=[O:26])[CH:20]=1. The yield is 0.430.